From a dataset of Catalyst prediction with 721,799 reactions and 888 catalyst types from USPTO. Predict which catalyst facilitates the given reaction. (1) Reactant: [CH3:1][CH:2]([CH3:27])[CH2:3][C:4]([NH:6][C:7]1[CH:12]=[CH:11][C:10]([O:13][CH2:14][CH2:15][N:16]2[CH2:20][CH2:19][CH2:18][CH2:17]2)=[C:9]([C:21]2[N:22]([CH3:26])[N:23]=[CH:24][CH:25]=2)[CH:8]=1)=[O:5].C1C(=O)N([Br:35])C(=O)C1. Product: [Br:35][C:25]1[CH:24]=[N:23][N:22]([CH3:26])[C:21]=1[C:9]1[CH:8]=[C:7]([NH:6][C:4](=[O:5])[CH:3]=[C:2]([CH3:27])[CH3:1])[CH:12]=[CH:11][C:10]=1[O:13][CH2:14][CH2:15][N:16]1[CH2:17][CH2:18][CH2:19][CH2:20]1. The catalyst class is: 3. (2) Reactant: [Cl:1][C:2]1[CH:19]=[C:18]([O:20][CH2:21][CH:22]=[C:23]([Cl:25])[Cl:24])[CH:17]=[C:16]([Cl:26])[C:3]=1[O:4][CH2:5][CH2:6][CH2:7][C:8]1[CH:15]=[CH:14][C:11]([CH:12]=O)=[CH:10][CH:9]=1.Cl.[C:28]([O:32][NH2:33])([CH3:31])([CH3:30])[CH3:29].Cl. Product: [C:28]([O:32][N:33]=[CH:12][C:11]1[CH:14]=[CH:15][C:8]([CH2:7][CH2:6][CH2:5][O:4][C:3]2[C:2]([Cl:1])=[CH:19][C:18]([O:20][CH2:21][CH:22]=[C:23]([Cl:25])[Cl:24])=[CH:17][C:16]=2[Cl:26])=[CH:9][CH:10]=1)([CH3:31])([CH3:30])[CH3:29]. The catalyst class is: 17. (3) Reactant: [NH2:1][OH:2].[CH:3]1([O:8][C:9]2[C:10]([O:27][CH3:28])=[CH:11][CH:12]=[C:13]3[C:18]=2[O:17][C:16](=[O:19])[CH:15]=[C:14]3[NH:20][CH2:21][C:22](OCC)=[O:23])[CH2:7][CH2:6][CH2:5][CH2:4]1. Product: [CH:3]1([O:8][C:9]2[C:10]([O:27][CH3:28])=[CH:11][CH:12]=[C:13]3[C:18]=2[O:17][C:16](=[O:19])[CH:15]=[C:14]3[NH:20][CH2:21][C:22]([NH:1][OH:2])=[O:23])[CH2:7][CH2:6][CH2:5][CH2:4]1. The catalyst class is: 8. (4) Reactant: C[O:2][C:3](=[O:30])[CH:4]([NH:19][S:20]([C:23]1[CH:28]=[CH:27][C:26](Br)=[CH:25][CH:24]=1)(=[O:22])=[O:21])[CH:5]1[CH2:10][CH2:9][N:8]([C:11]([N:13]2[CH2:18][CH2:17][O:16][CH2:15][CH2:14]2)=[O:12])[CH2:7][CH2:6]1.[CH3:31][O:32][C:33](=O)[CH:34](N)[CH:35]1[CH2:40][CH2:39]N(C(N2CCOCC2)=O)CC1.C(N([CH2:56][CH3:57])CC)C.Br[C:59]1C=CC(S(Cl)(=O)=O)=CC=1. Product: [CH3:31][O:32][C:33]1[CH:34]=[CH:35][C:40]([C:56]#[C:57][C:26]2[CH:27]=[CH:28][C:23]([S:20]([NH:19][CH:4]([CH:5]3[CH2:6][CH2:7][N:8]([C:11]([N:13]4[CH2:14][CH2:15][O:16][CH2:17][CH2:18]4)=[O:12])[CH2:9][CH2:10]3)[C:3]([OH:2])=[O:30])(=[O:22])=[O:21])=[CH:24][CH:25]=2)=[CH:39][CH:59]=1. The catalyst class is: 4. (5) Reactant: [NH2:1][C:2]1[C:15]2[C:6](=[CH:7][C:8]3[C:9]4[C:14]=2[C:13](=[O:16])[N:12]([CH2:17][CH2:18][N:19]([CH3:21])[CH3:20])[C:11](=[O:22])[C:10]=4[CH:23]=[CH:24][CH:25]=3)[CH:5]=[CH:4][CH:3]=1.C(N(CC)CC)C.Cl[C:34]([O:36][CH2:37][CH:38]([CH3:40])[CH3:39])=[O:35]. Product: [CH3:21][N:19]([CH3:20])[CH2:18][CH2:17][N:12]1[C:11](=[O:22])[C:10]2[CH:23]=[CH:24][CH:25]=[C:8]3[C:9]=2[C:14](=[C:15]2[C:2]([NH:1][C:34](=[O:35])[O:36][CH2:37][CH:38]([CH3:40])[CH3:39])=[CH:3][CH:4]=[CH:5][C:6]2=[CH:7]3)[C:13]1=[O:16]. The catalyst class is: 4.